This data is from Peptide-MHC class I binding affinity with 185,985 pairs from IEDB/IMGT. The task is: Regression. Given a peptide amino acid sequence and an MHC pseudo amino acid sequence, predict their binding affinity value. This is MHC class I binding data. (1) The peptide sequence is EELIKLRFWF. The binding affinity (normalized) is 0.397. The MHC is HLA-B44:02 with pseudo-sequence HLA-B44:02. (2) The peptide sequence is HEGEGIPLY. The MHC is HLA-B15:01 with pseudo-sequence HLA-B15:01. The binding affinity (normalized) is 0.0847. (3) The peptide sequence is RPPMVTSGL. The MHC is HLA-A31:01 with pseudo-sequence HLA-A31:01. The binding affinity (normalized) is 0.0847. (4) The peptide sequence is LMKMKKKTWL. The MHC is HLA-B08:01 with pseudo-sequence HLA-B08:01. The binding affinity (normalized) is 0.706. (5) The peptide sequence is HAWNHIMLV. The MHC is HLA-A01:01 with pseudo-sequence HLA-A01:01. The binding affinity (normalized) is 0. (6) The peptide sequence is EADVRALGG. The MHC is HLA-A02:01 with pseudo-sequence HLA-A02:01. The binding affinity (normalized) is 0. (7) The peptide sequence is KLLIVLTCI. The MHC is HLA-A68:02 with pseudo-sequence HLA-A68:02. The binding affinity (normalized) is 0.205.